Dataset: Forward reaction prediction with 1.9M reactions from USPTO patents (1976-2016). Task: Predict the product of the given reaction. (1) Given the reactants [Si:1]([O:8]S(C(F)(F)F)(=O)=O)([C:4]([CH3:7])([CH3:6])[CH3:5])([CH3:3])[CH3:2].[N:16]([CH:19]1[CH2:25][CH2:24][CH2:23][N:22]([C:26]([O:28][CH2:29][C:30]2[CH:35]=[CH:34][CH:33]=[CH:32][CH:31]=2)=[O:27])[CH2:21][CH:20]1O)=[N+:17]=[N-:18], predict the reaction product. The product is: [N:16]([CH:19]1[CH2:25][CH2:24][CH2:23][N:22]([C:26]([O:28][CH2:29][C:30]2[CH:35]=[CH:34][CH:33]=[CH:32][CH:31]=2)=[O:27])[CH2:21][CH:20]1[O:8][Si:1]([C:4]([CH3:7])([CH3:6])[CH3:5])([CH3:3])[CH3:2])=[N+:17]=[N-:18]. (2) The product is: [S:12]1[CH2:11][CH2:19][N:18]=[C:16]1[NH:1][C:2]1[CH:10]=[CH:9][C:5]2[N:6]=[CH:7][S:8][C:4]=2[CH:3]=1. Given the reactants [NH2:1][C:2]1[CH:10]=[CH:9][C:5]2[N:6]=[CH:7][S:8][C:4]=2[CH:3]=1.[C:11](Cl)(Cl)=[S:12].Cl.[CH2:16]([N:18](CC)[CH2:19]C)C, predict the reaction product. (3) The product is: [NH:10]1[C:6]([C:5]2[CH:8]=[CH:9][C:2]([NH2:1])=[CH:3][CH:4]=2)=[N:7][N:12]=[N:11]1. Given the reactants [NH2:1][C:2]1[CH:9]=[CH:8][C:5]([C:6]#[N:7])=[CH:4][CH:3]=1.[N-:10]=[N+:11]=[N-:12].[Na+].[Cl-].[NH4+], predict the reaction product. (4) Given the reactants C(OC(=O)[NH:7][C@H:8]1[CH2:11][C@H:10]([NH:12][C:13]2[C:18]([NH:19][C:20]([CH:22]3[CH2:24][CH2:23]3)=O)=[CH:17][CH:16]=[CH:15][N:14]=2)[CH2:9]1)(C)(C)C.FC(F)(F)C(O)=O, predict the reaction product. The product is: [CH:22]1([C:20]2[N:12]([C@H:10]3[CH2:11][C@H:8]([NH2:7])[CH2:9]3)[C:13]3=[N:14][CH:15]=[CH:16][CH:17]=[C:18]3[N:19]=2)[CH2:24][CH2:23]1.